Dataset: Reaction yield outcomes from USPTO patents with 853,638 reactions. Task: Predict the reaction yield, written as a fraction of the theoretical maximum amount of product (1.0 means a 100% yield; for example, 0.34 means a 34% yield). (1) The reactants are [Cl:1][C:2]1[C:3]2[NH:10][CH:9]=[CH:8][C:4]=2[N:5]=[CH:6][N:7]=1.I[CH:12]([CH3:14])[CH3:13].C(=O)([O-])[O-].[Cs+].[Cs+]. The catalyst is CN(C)C=O. The product is [Cl:1][C:2]1[C:3]2[N:10]([CH:12]([CH3:14])[CH3:13])[CH:9]=[CH:8][C:4]=2[N:5]=[CH:6][N:7]=1. The yield is 0.750. (2) The reactants are [F:1][C:2]([F:12])([F:11])[C:3]1[CH:10]=[CH:9][C:6]([CH:7]=[O:8])=[CH:5][CH:4]=1.CO.C1(C)C=CC(S([CH2:24][N+:25]#[C-:26])(=O)=O)=CC=1.C(=O)([O-])[O-].[K+].[K+]. The catalyst is CC(C)=O.CCCCCC. The product is [F:1][C:2]([F:11])([F:12])[C:3]1[CH:10]=[CH:9][C:6]([C:7]2[O:8][CH:26]=[N:25][CH:24]=2)=[CH:5][CH:4]=1. The yield is 0.980. (3) The product is [CH3:1][CH2:2][O:3][C:4]([C:6]1[N:7]([C:18]([O:20][C:21]([CH3:24])([CH3:23])[CH3:22])=[O:19])[C:8]2[C:13]([CH:14]=1)=[CH:12][C:11]([Cl:15])=[CH:10][C:9]=2[CH2:16][C:25]#[N:26])=[O:5]. The catalyst is CS(C)=O. The reactants are [CH3:1][CH2:2][O:3][C:4]([C:6]1[N:7]([C:18]([O:20][C:21]([CH3:24])([CH3:23])[CH3:22])=[O:19])[C:8]2[C:13]([CH:14]=1)=[CH:12][C:11]([Cl:15])=[CH:10][C:9]=2[CH2:16]Br)=[O:5].[C-:25]#[N:26].[Na+].[Cl-].[NH4+]. The yield is 0.360. (4) The catalyst is C(#N)C.[Cu](Cl)Cl.CCOC(C)=O. The product is [Cl:12][C:13]1[C:14]([CH2:10][C:9]([Cl:26])([Cl:11])[Cl:8])=[C:15]2[C:20]([N:19]=[CH:18][C:17]([CH3:23])=[N:16]2)=[CH:21][CH:22]=1. The yield is 0.560. The reactants are C(ON=O)(C)(C)C.[Cl:8][C:9]([Cl:11])=[CH2:10].[Cl:12][C:13]1[C:14](N)=[C:15]2[C:20](=[CH:21][CH:22]=1)[N:19]=[CH:18][C:17]([CH3:23])=[N:16]2.[NH4+].[Cl-:26]. (5) The reactants are [C:1](=[S:3])=S.[NH2:4][C:5]1[CH:10]=[CH:9][C:8]([CH2:11][C:12]([OH:14])=[O:13])=[CH:7][CH:6]=1.C(N(CC)CC)C.II.Cl.S([O-])([O-])=O.[Na+].[Na+]. The catalyst is C(OCC)(=O)C.O1CCCC1.O. The product is [N:4]([C:5]1[CH:6]=[CH:7][C:8]([CH2:11][C:12]([OH:14])=[O:13])=[CH:9][CH:10]=1)=[C:1]=[S:3]. The yield is 0.750. (6) The reactants are [CH3:1][C:2]1[C:3](=O)[NH:4][C:5]([S:8][CH3:9])=[N:6][CH:7]=1.O=P(Cl)(Cl)[Cl:13]. The catalyst is O1CCOCC1. The product is [Cl:13][C:3]1[C:2]([CH3:1])=[CH:7][N:6]=[C:5]([S:8][CH3:9])[N:4]=1. The yield is 0.890. (7) The reactants are [CH3:1][O:2][C:3](=[O:29])[C@@H:4]([NH:18][C:19](=[O:28])[C:20]1[CH:25]=[C:24](Br)[C:23](O)=[CH:22][CH:21]=1)[CH2:5][C:6]1[CH:11]=[CH:10][C:9]([C:12]2[CH:17]=[CH:16][CH:15]=[CH:14][CH:13]=2)=[CH:8][CH:7]=1.[Cl:30][C:31]1[CH:32]=[C:33](B(O)O)[CH:34]=[CH:35][C:36]=1[F:37].C([O-])([O-])=[O:42].[Na+].[Na+]. The catalyst is COCCOC.C1C=CC([P]([Pd]([P](C2C=CC=CC=2)(C2C=CC=CC=2)C2C=CC=CC=2)([P](C2C=CC=CC=2)(C2C=CC=CC=2)C2C=CC=CC=2)[P](C2C=CC=CC=2)(C2C=CC=CC=2)C2C=CC=CC=2)(C2C=CC=CC=2)C2C=CC=CC=2)=CC=1. The product is [CH3:1][O:2][C:3](=[O:29])[C@@H:4]([NH:18][C:19]([C:20]1[CH:21]=[C:22]([C:33]2[CH:34]=[CH:35][C:36]([F:37])=[C:31]([Cl:30])[CH:32]=2)[CH:23]=[CH:24][C:25]=1[OH:42])=[O:28])[CH2:5][C:6]1[CH:11]=[CH:10][C:9]([C:12]2[CH:17]=[CH:16][CH:15]=[CH:14][CH:13]=2)=[CH:8][CH:7]=1. The yield is 0.700. (8) The reactants are C(OC(=O)[NH:7][CH:8]1[CH2:13][CH2:12][CH:11]([CH2:14][NH:15][C:16]2[C:21]([N+:22]([O-:24])=[O:23])=[CH:20][N:19]=[C:18]([NH:25][CH2:26][CH:27]3[CH2:32][CH2:31][CH2:30][CH2:29][CH2:28]3)[N:17]=2)[CH2:10][CH2:9]1)(C)(C)C.Cl. The catalyst is O1CCOCC1. The product is [NH2:7][C@H:8]1[CH2:13][CH2:12][C@H:11]([CH2:14][NH:15][C:16]2[C:21]([N+:22]([O-:24])=[O:23])=[CH:20][N:19]=[C:18]([NH:25][CH2:26][CH:27]3[CH2:32][CH2:31][CH2:30][CH2:29][CH2:28]3)[N:17]=2)[CH2:10][CH2:9]1. The yield is 0.350. (9) The reactants are Cl[C:2]1[CH:7]=[CH:6][C:5]([N+:8]([O-:10])=[O:9])=[CH:4][N:3]=1.[C:11]([O:15][C:16]([N:18]1[CH2:23][C@@H:22]([CH3:24])[NH:21][CH2:20][C@@H:19]1[CH3:25])=[O:17])([CH3:14])([CH3:13])[CH3:12].C(=O)([O-])[O-].[K+].[K+].CS(C)=O. No catalyst specified. The product is [C:11]([O:15][C:16]([N:18]1[CH2:23][C@@H:22]([CH3:24])[N:21]([C:2]2[CH:7]=[CH:6][C:5]([N+:8]([O-:10])=[O:9])=[CH:4][N:3]=2)[CH2:20][C@@H:19]1[CH3:25])=[O:17])([CH3:14])([CH3:12])[CH3:13]. The yield is 0.810.